From a dataset of Full USPTO retrosynthesis dataset with 1.9M reactions from patents (1976-2016). Predict the reactants needed to synthesize the given product. (1) The reactants are: [H-].[Na+].[CH2:3]1[C:9]2[CH:10]=[CH:11][CH:12]=[CH:13][C:8]=2[CH2:7][CH2:6][C:5](=[O:14])[NH:4]1.[CH3:15]I. Given the product [CH3:15][N:4]1[C:5](=[O:14])[CH2:6][CH2:7][C:8]2[CH:13]=[CH:12][CH:11]=[CH:10][C:9]=2[CH2:3]1, predict the reactants needed to synthesize it. (2) The reactants are: [NH2:1][CH2:2][CH2:3][C:4]([N:6]1[CH2:11][CH2:10][O:9][CH2:8][CH2:7]1)=[O:5].Cl.C[O-].[Na+].[C:16]1([CH2:22][C:23]([OH:25])=[O:24])[CH:21]=[CH:20][CH:19]=[CH:18][CH:17]=1. Given the product [C:16]1([CH2:22][C:23]([OH:25])=[O:24])[CH:21]=[CH:20][CH:19]=[CH:18][CH:17]=1.[NH2:1][CH2:2][CH2:3][C:4]([N:6]1[CH2:11][CH2:10][O:9][CH2:8][CH2:7]1)=[O:5], predict the reactants needed to synthesize it. (3) The reactants are: ClC1C=CC(C)=C(C2NN=CC=2C(OCC)=O)C=1.C(=O)([O-])[O-].[Cs+].[Cs+].IC.[Cl:27][C:28]1[CH:29]=[CH:30][C:31]([CH3:45])=[C:32]([C:34]2[C:38]([C:39]([O:41][CH2:42][CH3:43])=[O:40])=[CH:37][N:36]([CH3:44])[N:35]=2)[CH:33]=1.[Cl:46][C:47]1[CH:48]=[CH:49][C:50]([CH3:64])=[C:51]([C:53]2[N:57]([CH3:58])[N:56]=[CH:55][C:54]=2[C:59]([O:61][CH2:62][CH3:63])=[O:60])[CH:52]=1. Given the product [CH2:62]([O:61][C:59]([C:54]1[CH:55]=[N:56][N:57]([CH3:58])[C:53]=1[C:51]1[CH:52]=[C:47]([Cl:46])[CH:48]=[CH:49][C:50]=1[CH3:64])=[O:60])[CH3:63].[Cl:27][C:28]1[CH:29]=[CH:30][C:31]([CH3:45])=[C:32]([C:34]2[C:38]([C:39]([O:41][CH2:42][CH3:43])=[O:40])=[CH:37][N:36]([CH3:44])[N:35]=2)[CH:33]=1, predict the reactants needed to synthesize it. (4) Given the product [Cl:16][CH2:17][C:18]([NH:6][C@@H:5]([CH3:7])[C:4]([O:3][CH3:2])=[O:8])=[O:19], predict the reactants needed to synthesize it. The reactants are: Cl.[CH3:2][O:3][C:4](=[O:8])[C@H:5]([CH3:7])[NH2:6].C(N(CC)CC)C.[Cl:16][CH2:17][C:18](Cl)=[O:19]. (5) Given the product [CH3:1][O:2][C:3]([C:4]1[CH:5]=[C:6]([C:8]2[CH:12]=[CH:11][N:10]([CH3:13])[CH:9]=2)[N:16]([C:18]2[CH:23]=[N:22][C:21]([CH3:24])=[CH:20][CH:19]=2)[N:17]=1)=[O:15], predict the reactants needed to synthesize it. The reactants are: [CH3:1][O:2][C:3](=[O:15])[C:4](=O)[CH2:5][C:6]([C:8]1[CH:12]=[CH:11][N:10]([CH3:13])[CH:9]=1)=O.[NH:16]([C:18]1[CH:19]=[CH:20][C:21]([CH3:24])=[N:22][CH:23]=1)[NH2:17].C(O)(=O)C.